From a dataset of Full USPTO retrosynthesis dataset with 1.9M reactions from patents (1976-2016). Predict the reactants needed to synthesize the given product. Given the product [NH:31]1[C:27]([C:26]2[CH:25]=[CH:24][C:23]([CH2:22][N:3]3[C:4]4[C:9](=[CH:8][CH:7]=[CH:6][CH:5]=4)[C:10]4([CH2:14][O:13][C:12]5[CH:15]=[C:16]6[C:20](=[CH:21][C:11]4=5)[CH2:19][CH2:18][O:17]6)[C:2]3=[O:1])=[CH:30][CH:29]=2)=[N:28][N:33]=[N:32]1, predict the reactants needed to synthesize it. The reactants are: [O:1]=[C:2]1[C:10]2([CH2:14][O:13][C:12]3[CH:15]=[C:16]4[C:20](=[CH:21][C:11]2=3)[CH2:19][CH2:18][O:17]4)[C:9]2[C:4](=[CH:5][CH:6]=[CH:7][CH:8]=2)[N:3]1[CH2:22][C:23]1[CH:30]=[CH:29][C:26]([C:27]#[N:28])=[CH:25][CH:24]=1.[N-:31]=[N+:32]=[N-:33].[Na+].Cl.C(N(CC)CC)C.